Dataset: Forward reaction prediction with 1.9M reactions from USPTO patents (1976-2016). Task: Predict the product of the given reaction. (1) Given the reactants [NH:1]1[CH:5]=[CH:4][C:3]([C:6]2[CH:11]=[CH:10][CH:9]=[CH:8][C:7]=2[OH:12])=[N:2]1.C([O-])([O-])=O.[K+].[K+].Br[CH2:20][C:21]([O:23][CH2:24][CH3:25])=[O:22], predict the reaction product. The product is: [NH:1]1[CH:5]=[CH:4][C:3]([C:6]2[CH:11]=[CH:10][CH:9]=[CH:8][C:7]=2[O:12][CH2:20][C:21]([O:23][CH2:24][CH3:25])=[O:22])=[N:2]1. (2) Given the reactants [NH:1]1[CH2:6][CH2:5][C:4](=[N:7][O:8][CH:9]2[CH2:14][CH2:13][N:12]([C:15]([O:17][CH:18]([CH3:20])[CH3:19])=[O:16])[CH2:11][CH2:10]2)[CH2:3][CH2:2]1.[F:21][C:22]1[CH:27]=[C:26](F)[C:25]([F:29])=[CH:24][C:23]=1[C:30](=[O:32])[CH3:31].CCN(C(C)C)C(C)C, predict the reaction product. The product is: [CH:18]([O:17][C:15]([N:12]1[CH2:11][CH2:10][CH:9]([O:8][N:7]=[C:4]2[CH2:3][CH2:2][N:1]([C:26]3[CH:27]=[C:22]([F:21])[C:23]([C:30](=[O:32])[CH3:31])=[CH:24][C:25]=3[F:29])[CH2:6][CH2:5]2)[CH2:14][CH2:13]1)=[O:16])([CH3:20])[CH3:19]. (3) Given the reactants [Cl:1][C:2]1[CH:7]=[CH:6][N:5]2[N:8]=[CH:9][C:10]([C:11](Cl)=[O:12])=[C:4]2[N:3]=1.Cl.[F:15][C:16]1[CH:17]=[C:18]([CH:27]([NH2:31])[CH2:28][O:29][CH3:30])[CH:19]=[CH:20][C:21]=1[O:22][C:23]([F:26])([F:25])[F:24].C(N(CC)CC)C.O, predict the reaction product. The product is: [Cl:1][C:2]1[CH:7]=[CH:6][N:5]2[N:8]=[CH:9][C:10]([C:11]([NH:31][CH:27]([C:18]3[CH:19]=[CH:20][C:21]([O:22][C:23]([F:24])([F:25])[F:26])=[C:16]([F:15])[CH:17]=3)[CH2:28][O:29][CH3:30])=[O:12])=[C:4]2[N:3]=1. (4) Given the reactants [C:1]([C:3]1[CH:8]=[C:7]([CH3:9])[CH:6]=[CH:5][C:4]=1[C:10]1[CH:15]=[C:14]([C:16](=[O:26])[NH:17][CH2:18][C:19]2[CH:20]=[N:21][C:22]([CH3:25])=[CH:23][CH:24]=2)[CH:13]=[C:12]([C:27](O)=[O:28])[CH:11]=1)#[N:2].Cl.CN(C)CCCN=C=NCC.O.ON1C2C=CC=CC=2N=N1.C(N(CC)C(C)C)(C)C.Cl.[OH:63][CH:64]1[CH2:67][NH:66][CH2:65]1, predict the reaction product. The product is: [C:1]([C:3]1[CH:8]=[C:7]([CH3:9])[CH:6]=[CH:5][C:4]=1[C:10]1[CH:11]=[C:12]([C:27]([N:66]2[CH2:67][CH:64]([OH:63])[CH2:65]2)=[O:28])[CH:13]=[C:14]([C:16]([NH:17][CH2:18][C:19]2[CH:20]=[N:21][C:22]([CH3:25])=[CH:23][CH:24]=2)=[O:26])[CH:15]=1)#[N:2]. (5) Given the reactants Cl.[NH2:2][C@H:3]([C:5]1[C:6](=[O:20])[NH:7][C:8]2[C:13]([CH:14]=1)=[CH:12][C:11]([Cl:15])=[C:10]([O:16][CH:17]([CH3:19])[CH3:18])[CH:9]=2)[CH3:4].Cl[C:22]1[N:27]=[C:26]([O:28][CH3:29])[C:25]([C:30]#[N:31])=[CH:24][N:23]=1.CCN(C(C)C)C(C)C.C(=O)=O.CC(C)=O, predict the reaction product. The product is: [Cl:15][C:11]1[CH:12]=[C:13]2[C:8](=[CH:9][C:10]=1[O:16][CH:17]([CH3:19])[CH3:18])[NH:7][C:6](=[O:20])[C:5]([C@@H:3]([NH:2][C:22]1[N:27]=[C:26]([O:28][CH3:29])[C:25]([C:30]#[N:31])=[CH:24][N:23]=1)[CH3:4])=[CH:14]2.